From a dataset of NCI-60 drug combinations with 297,098 pairs across 59 cell lines. Regression. Given two drug SMILES strings and cell line genomic features, predict the synergy score measuring deviation from expected non-interaction effect. (1) Drug 1: C1=C(C(=O)NC(=O)N1)N(CCCl)CCCl. Drug 2: C1CC(=O)NC(=O)C1N2C(=O)C3=CC=CC=C3C2=O. Cell line: SK-MEL-2. Synergy scores: CSS=-0.761, Synergy_ZIP=-0.608, Synergy_Bliss=-1.74, Synergy_Loewe=-2.23, Synergy_HSA=-3.09. (2) Drug 1: CC1CCC2CC(C(=CC=CC=CC(CC(C(=O)C(C(C(=CC(C(=O)CC(OC(=O)C3CCCCN3C(=O)C(=O)C1(O2)O)C(C)CC4CCC(C(C4)OC)OCCO)C)C)O)OC)C)C)C)OC. Drug 2: CC12CCC3C(C1CCC2O)C(CC4=C3C=CC(=C4)O)CCCCCCCCCS(=O)CCCC(C(F)(F)F)(F)F. Cell line: HOP-62. Synergy scores: CSS=-1.12, Synergy_ZIP=0.0409, Synergy_Bliss=-0.743, Synergy_Loewe=-3.40, Synergy_HSA=-3.42.